Predict the product of the given reaction. From a dataset of Forward reaction prediction with 1.9M reactions from USPTO patents (1976-2016). (1) Given the reactants Cl[CH2:2][CH2:3][CH2:4][CH2:5][CH2:6][C:7]1[C:8](=[O:26])[N:9]([C:14]2[CH:21]=[CH:20][C:17]([C:18]#[N:19])=[C:16]([C:22]([F:25])([F:24])[F:23])[CH:15]=2)[C:10](=[O:13])[C:11]=1[CH3:12].[I-:27].[Na+], predict the reaction product. The product is: [I:27][CH2:2][CH2:3][CH2:4][CH2:5][CH2:6][C:7]1[C:8](=[O:26])[N:9]([C:14]2[CH:21]=[CH:20][C:17]([C:18]#[N:19])=[C:16]([C:22]([F:25])([F:24])[F:23])[CH:15]=2)[C:10](=[O:13])[C:11]=1[CH3:12]. (2) Given the reactants Br.[NH2:2][CH:3]([C:5]1[CH:10]=[CH:9][C:8]([OH:11])=[CH:7][CH:6]=1)[CH3:4].C1COCC1.C([O-])(O)=O.[Na+].Cl[C:23]([O:25][CH2:26][C:27]1[CH:32]=[CH:31][CH:30]=[CH:29][CH:28]=1)=[O:24], predict the reaction product. The product is: [OH:11][C:8]1[CH:9]=[CH:10][C:5]([C@@H:3]([NH:2][C:23](=[O:24])[O:25][CH2:26][C:27]2[CH:32]=[CH:31][CH:30]=[CH:29][CH:28]=2)[CH3:4])=[CH:6][CH:7]=1. (3) Given the reactants [OH:1][C:2]1[C:7]2[C@@:8]3([OH:45])[C@@:21]([O:25][CH3:26])([C@H:22]([OH:24])[CH2:23][C:6]=2[CH:5]=[C:4]([CH3:46])[C:3]=1[C:47]([O:49][CH3:50])=[O:48])[C:20](=[O:27])[C:19]1[C:10](=[CH:11][C:12]2[C:13](=[O:43])[C:14]([NH:30][C@@H:31]4[C@H:36]([O:37][CH3:38])[C@H:35]([OH:39])[C@@H:34]([O:40][CH3:41])[C@H:33]([CH3:42])[O:32]4)=[CH:15][C:16](=[O:29])[C:17]=2[C:18]=1[OH:28])[C:9]3=[O:44].[Cl:51]N1C(=O)CCC1=O.C(OOC(=O)C1C=CC=CC=1)(=O)C1C=CC=CC=1, predict the reaction product. The product is: [Cl:51][C:15]1[C:16](=[O:29])[C:17]2[C:18]([OH:28])=[C:19]3[C:10](=[CH:11][C:12]=2[C:13](=[O:43])[C:14]=1[NH:30][C@@H:31]1[C@H:36]([O:37][CH3:38])[C@H:35]([OH:39])[C@@H:34]([O:40][CH3:41])[C@H:33]([CH3:42])[O:32]1)[C:9](=[O:44])[C@:8]1([OH:45])[C@@:21]([O:25][CH3:26])([C@H:22]([OH:24])[CH2:23][C:6]2[CH:5]=[C:4]([CH3:46])[C:3]([C:47]([O:49][CH3:50])=[O:48])=[C:2]([OH:1])[C:7]=21)[C:20]3=[O:27]. (4) Given the reactants [NH2:1][CH2:2][CH2:3][CH2:4][CH2:5][CH2:6][CH2:7][CH2:8][C:9]([OH:11])=[O:10].[OH-].[Na+].C([O:18][C:19](OC(OC(C)(C)C)=O)=[O:20])(C)(C)C.O.[C:30](O)([CH3:33])([CH3:32])[CH3:31], predict the reaction product. The product is: [C:9]([CH2:8][CH2:7][CH2:6][CH2:5][CH2:4][CH2:3][CH:2]([NH2:1])[C:19]([OH:20])=[O:18])([O:11][C:30]([CH3:33])([CH3:32])[CH3:31])=[O:10]. (5) Given the reactants C(O[C:6]([N:8](C(OC(C)(C)C)=O)[C:9](=[O:38])[C:10]1[CH:15]=[C:14]([N:16]2[CH2:20][CH2:19][CH2:18][C:17]2=[O:21])[CH:13]=[CH:12][C:11]=1[C:22]([N:24]1[CH2:29][CH2:28][N:27]([C:30]2[C:35]([CH3:36])=[CH:34][C:33]([CH3:37])=[CH:32][N:31]=2)[CH2:26][CH2:25]1)=[O:23])=O)(C)(C)C, predict the reaction product. The product is: [CH3:36][C:35]1[C:30]([N:27]2[CH2:26][CH2:25][N:24]([C:22]([C:11]3[CH:12]=[CH:13][C:14]([N:16]4[CH2:20][CH2:19][CH2:18][C:17]4=[O:21])=[CH:15][C:10]=3[C:9]([NH:8][CH3:6])=[O:38])=[O:23])[CH2:29][CH2:28]2)=[N:31][CH:32]=[C:33]([CH3:37])[CH:34]=1. (6) The product is: [C:27]([CH:31]1[CH2:32][CH2:33][CH:34]([NH:37][C:17]([C:16]2[CH:20]=[CH:21][C:13]([O:12][C:11]3[CH:10]=[C:9]4[C:4]([CH:5]([C:22]([O:24][CH2:25][CH3:26])=[O:23])[CH2:6][CH2:7][O:8]4)=[CH:3][C:2]=3[Cl:1])=[CH:14][CH:15]=2)=[O:19])[CH2:35][CH2:36]1)([CH3:30])([CH3:28])[CH3:29]. Given the reactants [Cl:1][C:2]1[CH:3]=[C:4]2[C:9](=[CH:10][C:11]=1[O:12][C:13]1[CH:21]=[CH:20][C:16]([C:17]([OH:19])=O)=[CH:15][CH:14]=1)[O:8][CH2:7][CH2:6][CH:5]2[C:22]([O:24][CH2:25][CH3:26])=[O:23].[C:27]([CH:31]1[CH2:36][CH2:35][CH:34]([NH2:37])[CH2:33][CH2:32]1)([CH3:30])([CH3:29])[CH3:28].Cl.C(N=C=NCCCN(C)C)C, predict the reaction product.